Dataset: Forward reaction prediction with 1.9M reactions from USPTO patents (1976-2016). Task: Predict the product of the given reaction. (1) Given the reactants [F-].[Cs+].CN1CCCC1=O.Cl.[F:11][C:12]1[CH:13]=[C:14]([C:18]2[CH:32]=[CH:31][C:21]([C:22]([NH:24][CH:25]3[CH2:30][CH2:29][NH:28][CH2:27][CH2:26]3)=[O:23])=[CH:20][N:19]=2)[CH:15]=[CH:16][CH:17]=1.Cl[C:34]1[N:39]=[CH:38][C:37]([C:40]([N:42]2[CH2:47][CH2:46][O:45][CH2:44][CH2:43]2)=[O:41])=[CH:36][CH:35]=1, predict the reaction product. The product is: [F:11][C:12]1[CH:13]=[C:14]([C:18]2[CH:32]=[CH:31][C:21]([C:22]([NH:24][CH:25]3[CH2:26][CH2:27][N:28]([C:34]4[CH:35]=[CH:36][C:37]([C:40]([N:42]5[CH2:43][CH2:44][O:45][CH2:46][CH2:47]5)=[O:41])=[CH:38][N:39]=4)[CH2:29][CH2:30]3)=[O:23])=[CH:20][N:19]=2)[CH:15]=[CH:16][CH:17]=1. (2) Given the reactants [Br:1][C:2]1[CH:8]=[CH:7][CH:6]=[CH:5][C:3]=1[NH2:4].S(=O)(=O)(O)O.[CH3:14][C:15]([CH:17]=[CH2:18])=O.[OH-].[Na+], predict the reaction product. The product is: [Br:1][C:2]1[CH:8]=[CH:7][CH:6]=[C:5]2[C:3]=1[N:4]=[CH:14][CH:15]=[C:17]2[CH3:18]. (3) Given the reactants [Si]([O:8][CH2:9][CH:10]1[CH2:15][CH2:14][N:13]([C:16]([C:21]2[CH:26]=[C:25]([Cl:27])[CH:24]=[C:23]([Cl:28])[CH:22]=2)([CH3:20])[CH2:17][O:18][CH3:19])[CH2:12][CH2:11]1)(C(C)(C)C)(C)C, predict the reaction product. The product is: [Cl:27][C:25]1[CH:26]=[C:21]([C:16]([N:13]2[CH2:12][CH2:11][CH:10]([CH2:9][OH:8])[CH2:15][CH2:14]2)([CH3:20])[CH2:17][O:18][CH3:19])[CH:22]=[C:23]([Cl:28])[CH:24]=1. (4) The product is: [N+:8]([C:3]1[CH:4]=[N:5][CH:6]=[CH:7][C:2]=1[NH:11][C:12]1[CH:13]=[CH:14][C:15]([NH:18][C:19](=[O:25])[O:20][C:21]([CH3:23])([CH3:22])[CH3:24])=[CH:16][CH:17]=1)([O-:10])=[O:9]. Given the reactants Cl[C:2]1[CH:7]=[CH:6][N:5]=[CH:4][C:3]=1[N+:8]([O-:10])=[O:9].[NH2:11][C:12]1[CH:17]=[CH:16][C:15]([NH:18][C:19](=[O:25])[O:20][C:21]([CH3:24])([CH3:23])[CH3:22])=[CH:14][CH:13]=1, predict the reaction product. (5) Given the reactants [F:1][C:2]([F:27])([F:26])[C:3]1[CH:4]=[CH:5][C:6]([O:9][C:10]2[CH:15]=[CH:14][C:13]([O:16][C:17]([N:19]3[CH2:24][CH2:23][CH:22]([OH:25])[CH2:21][CH2:20]3)=[O:18])=[CH:12][CH:11]=2)=[N:7][CH:8]=1.[N:28]1[CH:33]=[CH:32][C:31](S)=[CH:30][CH:29]=1.C(O[CH2:39][CH3:40])(=O)C.Cl, predict the reaction product. The product is: [F:27][C:2]([F:1])([F:26])[C:3]1[CH:4]=[CH:5][C:6]([O:9][C:10]2[CH:11]=[CH:12][C:13]([O:16][C:17]([N:19]3[CH2:20][CH2:21][CH:22]([O:25][C:4]4[CH:5]=[CH:6][C:39]([CH2:40][C:30]5[CH:29]=[N:28][CH:33]=[CH:32][CH:31]=5)=[CH:2][CH:3]=4)[CH2:23][CH2:24]3)=[O:18])=[CH:14][CH:15]=2)=[N:7][CH:8]=1.